Dataset: Reaction yield outcomes from USPTO patents with 853,638 reactions. Task: Predict the reaction yield, written as a fraction of the theoretical maximum amount of product (1.0 means a 100% yield; for example, 0.34 means a 34% yield). The reactants are [Cl:1][C:2]1[CH:3]=[CH:4][C:5]([S:9][CH2:10][C:11]2[CH:16]=[CH:15][CH:14]=[CH:13][C:12]=2[N+:17]([O-:19])=[O:18])=[C:6]([CH:8]=1)[NH2:7].[O:20]1[C:24]2[CH:25]=[CH:26][CH:27]=[CH:28][C:23]=2[CH:22]=[C:21]1[S:29](Cl)(=[O:31])=[O:30]. The catalyst is N1C=CC=CC=1. The product is [Cl:1][C:2]1[CH:3]=[CH:4][C:5]([S:9][CH2:10][C:11]2[CH:16]=[CH:15][CH:14]=[CH:13][C:12]=2[N+:17]([O-:19])=[O:18])=[C:6]([NH:7][S:29]([C:21]2[O:20][C:24]3[CH:25]=[CH:26][CH:27]=[CH:28][C:23]=3[CH:22]=2)(=[O:30])=[O:31])[CH:8]=1. The yield is 0.690.